This data is from NCI-60 drug combinations with 297,098 pairs across 59 cell lines. The task is: Regression. Given two drug SMILES strings and cell line genomic features, predict the synergy score measuring deviation from expected non-interaction effect. Drug 1: CC=C1C(=O)NC(C(=O)OC2CC(=O)NC(C(=O)NC(CSSCCC=C2)C(=O)N1)C(C)C)C(C)C. Drug 2: CCC1=C2CN3C(=CC4=C(C3=O)COC(=O)C4(CC)O)C2=NC5=C1C=C(C=C5)O. Cell line: EKVX. Synergy scores: CSS=15.2, Synergy_ZIP=-8.77, Synergy_Bliss=-2.82, Synergy_Loewe=-0.00572, Synergy_HSA=0.884.